This data is from Forward reaction prediction with 1.9M reactions from USPTO patents (1976-2016). The task is: Predict the product of the given reaction. (1) Given the reactants [CH2:1]([O:8][C:9]1[CH:10]=[C:11]2[C:16](=[CH:17][C:18]=1[O:19][CH3:20])[CH:15]([CH2:21]S(C1N(C3C=CC=CC=3)N=NN=1)(=O)=O)[N:14](C(OC(C)(C)C)=O)[CH2:13][CH2:12]2)[C:2]1[CH:7]=[CH:6][CH:5]=[CH:4][CH:3]=1.[CH:43]([C:45]1[CH:46]=[C:47]2[C:51](=[CH:52][CH:53]=1)[N:50]([C:54]([O:56][C:57]([CH3:60])([CH3:59])[CH3:58])=[O:55])[CH:49]=[CH:48]2)=O.C[Si]([N-][Si](C)(C)C)(C)C.[Li+], predict the reaction product. The product is: [CH2:1]([O:8][C:9]1[CH:10]=[C:11]2[C:16](=[CH:17][C:18]=1[O:19][CH3:20])[CH:15](/[CH:21]=[CH:43]/[C:45]1[CH:46]=[C:47]3[C:51](=[CH:52][CH:53]=1)[N:50]([C:54]([O:56][C:57]([CH3:60])([CH3:59])[CH3:58])=[O:55])[CH:49]=[CH:48]3)[NH:14][CH2:13][CH2:12]2)[C:2]1[CH:7]=[CH:6][CH:5]=[CH:4][CH:3]=1. (2) The product is: [C:1]1([C:20]2[CH:25]=[CH:24][CH:23]=[CH:22][CH:21]=2)[CH:6]=[CH:5][CH:4]=[CH:3][C:2]=1[CH2:7][N:8]1[C:16]2[CH:15]=[CH:14][N:13]=[C:12]([OH:17])[C:11]=2[CH:10]=[C:9]1[CH3:19]. Given the reactants [C:1]1([C:20]2[CH:25]=[CH:24][CH:23]=[CH:22][CH:21]=2)[CH:6]=[CH:5][CH:4]=[CH:3][C:2]=1[CH2:7][N:8]1[C:16]2[CH:15]=[CH:14][N:13]=[C:12]([O:17]C)[C:11]=2[CH:10]=[C:9]1[CH3:19], predict the reaction product. (3) Given the reactants CO[C:3]1[CH:8]=[CH:7][C:6]([CH2:9][CH2:10][O:11][C:12]([N:14]2[CH2:19][CH2:18][N:17]3[CH2:20][CH2:21][CH2:22][CH2:23][C@H:16]3[CH2:15]2)=[O:13])=[CH:5][CH:4]=1.[F:24][C:25]([F:36])([F:35])C1C=C(CCO)C=CC=1, predict the reaction product. The product is: [F:24][C:25]([F:36])([F:35])[C:4]1[CH:5]=[C:6]([CH2:9][CH2:10][O:11][C:12]([N:14]2[CH2:19][CH2:18][N:17]3[CH2:20][CH2:21][CH2:22][CH2:23][C@@H:16]3[CH2:15]2)=[O:13])[CH:7]=[CH:8][CH:3]=1. (4) The product is: [OH:51][C:46]1[C:45]([NH:44][S:27]([C:24]2[CH:25]=[N:26][C:21]([C:20]([F:32])([F:31])[F:19])=[CH:22][CH:23]=2)(=[O:29])=[O:28])=[CH:50][CH:49]=[CH:48][N:47]=1. Given the reactants ClC1SC(Cl)=CC=1S(NC1C=NC=CC=1O)(=O)=O.[F:19][C:20]([F:32])([F:31])[C:21]1[N:26]=[CH:25][C:24]([S:27](Cl)(=[O:29])=[O:28])=[CH:23][CH:22]=1.ClC1SC(Cl)=CC=1S(Cl)(=O)=O.[NH2:44][C:45]1[C:46]([OH:51])=[N:47][CH:48]=[CH:49][CH:50]=1.NC1C=NC=CC=1O, predict the reaction product. (5) Given the reactants C([NH:8][C:9]1[N:10]=[CH:11][CH:12]=[C:13]2[CH:17]=[C:16]([CH3:18])[N:15]([CH2:19][CH2:20][CH3:21])[C:14]=12)C1C=CC=CC=1.C([O-])=O.[NH4+], predict the reaction product. The product is: [CH3:18][C:16]1[N:15]([CH2:19][CH2:20][CH3:21])[C:14]2=[C:9]([NH2:8])[N:10]=[CH:11][CH:12]=[C:13]2[CH:17]=1. (6) Given the reactants [Cl:1][C:2]1[CH:7]=[CH:6][C:5]([C:8]2[C:14]3[CH:15]=[C:16]([C:19]4[CH:24]=[CH:23][C:22]([CH:25]=O)=[CH:21][CH:20]=4)[CH:17]=[CH:18][C:13]=3[N:12]3[C:27]([CH3:30])=[N:28][N:29]=[C:11]3[C@H:10]([CH2:31][C:32]([NH:34][CH2:35][CH3:36])=[O:33])[N:9]=2)=[CH:4][CH:3]=1.[CH3:37][N:38]1[CH2:43][CH2:42][NH:41][CH2:40][CH2:39]1.C(O[BH-](OC(=O)C)OC(=O)C)(=O)C.[Na+].C(=O)([O-])O.[Na+], predict the reaction product. The product is: [Cl:1][C:2]1[CH:7]=[CH:6][C:5]([C:8]2[C:14]3[CH:15]=[C:16]([C:19]4[CH:20]=[CH:21][C:22]([CH2:25][N:41]5[CH2:42][CH2:43][N:38]([CH3:37])[CH2:39][CH2:40]5)=[CH:23][CH:24]=4)[CH:17]=[CH:18][C:13]=3[N:12]3[C:27]([CH3:30])=[N:28][N:29]=[C:11]3[C@H:10]([CH2:31][C:32]([NH:34][CH2:35][CH3:36])=[O:33])[N:9]=2)=[CH:4][CH:3]=1. (7) Given the reactants [NH:1]1[C@H:15]2[C@H:5]([CH2:6][CH2:7][CH2:8][C:9]3[C:10]2=[N:11][CH:12]=[CH:13][CH:14]=3)[CH2:4][CH2:3][CH2:2]1.C(=O)([O-])[O-].[K+].[K+].Cl[CH2:23][C:24]1[N:25]=[C:26]2[CH:31]=[CH:30][CH:29]=[C:28]([F:32])[N:27]2[CH:33]=1.[I-].[K+], predict the reaction product. The product is: [F:32][C:28]1[N:27]2[CH:33]=[C:24]([CH2:23][N:11]3[C@H:10]4[C@H:9]([CH2:8][CH2:7][CH2:6][C:5]5[C:15]4=[N:1][CH:2]=[CH:3][CH:4]=5)[CH2:14][CH2:13][CH2:12]3)[N:25]=[C:26]2[CH:31]=[CH:30][CH:29]=1.